This data is from Full USPTO retrosynthesis dataset with 1.9M reactions from patents (1976-2016). The task is: Predict the reactants needed to synthesize the given product. (1) Given the product [C:27]1(/[CH:26]=[CH:25]/[CH2:24][NH:1][C:2]2[CH:3]=[C:4]([C:8]3[N:13]4[N:14]=[CH:15][C:16]([C:17]([C:19]5[S:20][CH:21]=[CH:22][CH:23]=5)=[O:18])=[C:12]4[N:11]=[CH:10][CH:9]=3)[CH:5]=[CH:6][CH:7]=2)[CH:32]=[CH:31][CH:30]=[CH:29][CH:28]=1, predict the reactants needed to synthesize it. The reactants are: [NH2:1][C:2]1[CH:3]=[C:4]([C:8]2[N:13]3[N:14]=[CH:15][C:16]([C:17]([C:19]4[S:20][CH:21]=[CH:22][CH:23]=4)=[O:18])=[C:12]3[N:11]=[CH:10][CH:9]=2)[CH:5]=[CH:6][CH:7]=1.[CH:24](=O)[CH:25]=[CH:26][C:27]1[CH:32]=[CH:31][CH:30]=[CH:29][CH:28]=1. (2) Given the product [CH2:1]([O:5][C:6]1[C:15]2[C:10](=[CH:11][CH:12]=[C:13]([C:16]3[S:17][C:18]([C:22]([OH:24])=[O:23])=[C:19]([CH3:21])[N:20]=3)[CH:14]=2)[C:9](=[O:27])[N:8]([CH2:28][CH:29]([CH3:31])[CH3:30])[C:7]=1[CH2:32][NH:33][C:34]([O:36][C:37]([CH3:40])([CH3:39])[CH3:38])=[O:35])[CH2:2][CH2:3][CH3:4], predict the reactants needed to synthesize it. The reactants are: [CH2:1]([O:5][C:6]1[C:15]2[C:10](=[CH:11][CH:12]=[C:13]([C:16]3[S:17][C:18]([C:22]([O:24]CC)=[O:23])=[C:19]([CH3:21])[N:20]=3)[CH:14]=2)[C:9](=[O:27])[N:8]([CH2:28][CH:29]([CH3:31])[CH3:30])[C:7]=1[CH2:32][NH:33][C:34]([O:36][C:37]([CH3:40])([CH3:39])[CH3:38])=[O:35])[CH2:2][CH2:3][CH3:4].[OH-].[Na+].O.Cl. (3) Given the product [Cl:18][C:15]1[CH:16]=[CH:17][C:12]([C:10]2[C:9]3[C:4](=[CH:5][CH:6]=[CH:7][CH:8]=3)[C:3](=[O:19])[N:2]([NH:1][C:28](=[O:29])[CH2:27][C:23]3[CH:22]=[N:21][CH:26]=[CH:25][CH:24]=3)[N:11]=2)=[CH:13][CH:14]=1, predict the reactants needed to synthesize it. The reactants are: [NH2:1][N:2]1[N:11]=[C:10]([C:12]2[CH:17]=[CH:16][C:15]([Cl:18])=[CH:14][CH:13]=2)[C:9]2[C:4](=[CH:5][CH:6]=[CH:7][CH:8]=2)[C:3]1=[O:19].Cl.[N:21]1[CH:26]=[CH:25][CH:24]=[C:23]([CH2:27][C:28](O)=[O:29])[CH:22]=1. (4) Given the product [CH3:32][CH:2]([CH3:1])[CH2:3][CH:4]([NH:21][C:22]1[N:27]=[CH:26][C:25]([C:28]([NH:57][C:58]2[NH:62][N:61]=[N:60][N:59]=2)=[O:30])=[CH:24][N:23]=1)[C:5]1[CH:6]=[CH:7][C:8]([C:11]2[CH:12]=[CH:13][C:14]([C:17]([F:18])([F:20])[F:19])=[CH:15][CH:16]=2)=[CH:9][CH:10]=1, predict the reactants needed to synthesize it. The reactants are: [CH3:1][CH:2]([CH3:32])[CH2:3][CH:4]([NH:21][C:22]1[N:27]=[CH:26][C:25]([C:28]([O:30]C)=O)=[CH:24][N:23]=1)[C:5]1[CH:10]=[CH:9][C:8]([C:11]2[CH:16]=[CH:15][C:14]([C:17]([F:20])([F:19])[F:18])=[CH:13][CH:12]=2)=[CH:7][CH:6]=1.[Li+].[OH-].Cl.C(N1C=CN=C1)(N1C=CN=C1)=O.C(N(C(C)C)CC)(C)C.[NH2:57][C:58]1[NH:62][N:61]=[N:60][N:59]=1. (5) The reactants are: [C:1]([C:3]1([C:6]([O:8][CH2:9][CH3:10])=[O:7])[CH2:5][CH2:4]1)#[N:2].N. Given the product [NH2:2][CH2:1][C:3]1([C:6]([O:8][CH2:9][CH3:10])=[O:7])[CH2:5][CH2:4]1, predict the reactants needed to synthesize it.